From a dataset of Peptide-MHC class I binding affinity with 185,985 pairs from IEDB/IMGT. Regression. Given a peptide amino acid sequence and an MHC pseudo amino acid sequence, predict their binding affinity value. This is MHC class I binding data. (1) The peptide sequence is ETVWPFFYA. The MHC is HLA-B07:02 with pseudo-sequence HLA-B07:02. The binding affinity (normalized) is 0.213. (2) The peptide sequence is ARVAASLAK. The MHC is HLA-A02:16 with pseudo-sequence HLA-A02:16. The binding affinity (normalized) is 0.0847. (3) The peptide sequence is KLYPNVDFY. The MHC is HLA-A01:01 with pseudo-sequence HLA-A01:01. The binding affinity (normalized) is 0.247. (4) The peptide sequence is RVKEKYQHL. The MHC is HLA-B08:01 with pseudo-sequence HLA-B08:01. The binding affinity (normalized) is 0.777. (5) The peptide sequence is GQTVEMSPF. The MHC is HLA-A66:01 with pseudo-sequence HLA-A66:01. The binding affinity (normalized) is 0.213. (6) The peptide sequence is FLEESHPGI. The MHC is HLA-A03:01 with pseudo-sequence HLA-A03:01. The binding affinity (normalized) is 0.0847. (7) The peptide sequence is QAFEAGIDF. The binding affinity (normalized) is 0.0847. The MHC is HLA-B15:17 with pseudo-sequence HLA-B15:17.